This data is from Catalyst prediction with 721,799 reactions and 888 catalyst types from USPTO. The task is: Predict which catalyst facilitates the given reaction. Reactant: [Br:1][C:2]1[CH:11]=[CH:10][C:5]([C:6]([NH:8][CH3:9])=O)=[C:4]([F:12])[CH:3]=1.COC1C=CC(P2(SP(C3C=CC(OC)=CC=3)(=S)S2)=[S:22])=CC=1. Product: [Br:1][C:2]1[CH:11]=[CH:10][C:5]([C:6](=[S:22])[NH:8][CH3:9])=[C:4]([F:12])[CH:3]=1. The catalyst class is: 11.